Dataset: Peptide-MHC class II binding affinity with 134,281 pairs from IEDB. Task: Regression. Given a peptide amino acid sequence and an MHC pseudo amino acid sequence, predict their binding affinity value. This is MHC class II binding data. (1) The peptide sequence is AAATAGTDVYGAFAA. The MHC is HLA-DQA10102-DQB10602 with pseudo-sequence HLA-DQA10102-DQB10602. The binding affinity (normalized) is 0.696. (2) The peptide sequence is EKKDFAATQFEPLAA. The MHC is HLA-DQA10501-DQB10301 with pseudo-sequence HLA-DQA10501-DQB10301. The binding affinity (normalized) is 0.149.